Dataset: Catalyst prediction with 721,799 reactions and 888 catalyst types from USPTO. Task: Predict which catalyst facilitates the given reaction. (1) Reactant: [CH3:1][C:2]1[C:11]([CH3:12])=[C:10]([O:13]C(C2CC2)=O)[C:9]2[C:4](=[CH:5][C:6]([Cl:20])=[C:7]([F:19])[CH:8]=2)[N:3]=1.[OH-].[Na+].O.Cl. Product: [CH3:1][C:2]1[C:11]([CH3:12])=[C:10]([OH:13])[C:9]2[C:4](=[CH:5][C:6]([Cl:20])=[C:7]([F:19])[CH:8]=2)[N:3]=1. The catalyst class is: 5. (2) Reactant: [O:1]=[C:2]1[C:11]2[C:6](=[CH:7][CH:8]=[CH:9][CH:10]=2)[N:5]=[C:4]([CH2:12][CH2:13][CH2:14][C:15]([OH:17])=O)[NH:3]1.FC(F)(F)C(O)=O.[Cl:25][C:26]1[CH:31]=[CH:30][C:29]([C:32]2[O:33][C:34]([CH:37]3[CH2:42][CH2:41][NH:40][CH2:39][CH2:38]3)=[N:35][N:36]=2)=[CH:28][CH:27]=1. Product: [Cl:25][C:26]1[CH:31]=[CH:30][C:29]([C:32]2[O:33][C:34]([CH:37]3[CH2:42][CH2:41][N:40]([C:15](=[O:17])[CH2:14][CH2:13][CH2:12][C:4]4[NH:3][C:2](=[O:1])[C:11]5[C:6](=[CH:7][CH:8]=[CH:9][CH:10]=5)[N:5]=4)[CH2:39][CH2:38]3)=[N:35][N:36]=2)=[CH:28][CH:27]=1. The catalyst class is: 6.